This data is from Reaction yield outcomes from USPTO patents with 853,638 reactions. The task is: Predict the reaction yield, written as a fraction of the theoretical maximum amount of product (1.0 means a 100% yield; for example, 0.34 means a 34% yield). No catalyst specified. The reactants are [CH2:1]([N:8]1[C:16]2[C:11](=[CH:12][CH:13]=[CH:14][CH:15]=2)[C@:10]2([CH2:18][C@H:17]2[C:19]2[CH:27]=[C:26]3[C:22]([CH:23]=[N:24][N:25]3[CH2:28][C:29]3[CH:34]=[CH:33][CH:32]=[CH:31][CH:30]=3)=[CH:21][CH:20]=2)[C:9]1=[O:35])[C:2]1[CH:7]=[CH:6][CH:5]=[CH:4][CH:3]=1.CS([O:40][C@@H:41](C1C=C2C(C=NN2CC2C=CC=CC=2)=CC=1)COS(C)(=O)=O)(=O)=O.C(N1C2C(=CC(OC)=CC=2)CC1=O)C1C=CC=CC=1. The product is [CH2:1]([N:8]1[C:16]2[C:11](=[CH:12][C:13]([O:40][CH3:41])=[CH:14][CH:15]=2)[C@:10]2([CH2:18][C@H:17]2[C:19]2[CH:27]=[C:26]3[C:22]([CH:23]=[N:24][N:25]3[CH2:28][C:29]3[CH:34]=[CH:33][CH:32]=[CH:31][CH:30]=3)=[CH:21][CH:20]=2)[C:9]1=[O:35])[C:2]1[CH:7]=[CH:6][CH:5]=[CH:4][CH:3]=1. The yield is 0.520.